Dataset: Peptide-MHC class II binding affinity with 134,281 pairs from IEDB. Task: Regression. Given a peptide amino acid sequence and an MHC pseudo amino acid sequence, predict their binding affinity value. This is MHC class II binding data. The peptide sequence is RAQFPRQCATVEALR. The MHC is DRB1_0901 with pseudo-sequence DRB1_0901. The binding affinity (normalized) is 0.127.